This data is from Full USPTO retrosynthesis dataset with 1.9M reactions from patents (1976-2016). The task is: Predict the reactants needed to synthesize the given product. (1) Given the product [C:30]([N:21]1[CH2:20][CH2:19][CH:18]([C:17]2[C:11]3[S:10][C:9]([NH:8][C:6](=[O:7])[C:5]4[CH:26]=[CH:27][N:28]=[C:3]([O:2][CH3:1])[CH:4]=4)=[N:13][C:12]=3[C:14]([O:24][CH3:25])=[CH:15][CH:16]=2)[CH2:23][CH2:22]1)(=[O:32])[CH3:31], predict the reactants needed to synthesize it. The reactants are: [CH3:1][O:2][C:3]1[CH:4]=[C:5]([CH:26]=[CH:27][N:28]=1)[C:6]([NH:8][C:9]1[S:10][C:11]2[C:17]([CH:18]3[CH2:23][CH2:22][NH:21][CH2:20][CH2:19]3)=[CH:16][CH:15]=[C:14]([O:24][CH3:25])[C:12]=2[N:13]=1)=[O:7].Cl.[C:30](OC(=O)C)(=[O:32])[CH3:31].C(=O)(O)[O-].[Na+]. (2) Given the product [OH:4][C@@:5]1([C:17]([OH:19])=[O:18])[CH2:9][CH2:8][N:7]([C:10]2[CH:15]=[CH:14][CH:13]=[CH:12][CH:11]=2)[C:6]1=[O:16], predict the reactants needed to synthesize it. The reactants are: [Li+].[OH-].O.[OH:4][C@@:5]1([C:17]([O:19]CC)=[O:18])[CH2:9][CH2:8][N:7]([C:10]2[CH:15]=[CH:14][CH:13]=[CH:12][CH:11]=2)[C:6]1=[O:16]. (3) The reactants are: Cl[C:2]1[N:11]=[C:10]([C:12]2[CH:17]=[CH:16][CH:15]=[CH:14][C:13]=2[Cl:18])[CH:9]=[C:8]2[C:3]=1[CH:4]=[C:5]([NH:19][C:20]([CH:22]1[CH2:24][CH2:23]1)=[O:21])[N:6]=[CH:7]2.C[Si]([C:29]#[CH:30])(C)C.C(N(CC)C(C)C)(C)C.C(=O)([O-])[O-].[K+].[K+]. Given the product [Cl:18][C:13]1[CH:14]=[CH:15][CH:16]=[CH:17][C:12]=1[C:10]1[CH:9]=[C:8]2[C:3]([CH:4]=[C:5]([NH:19][C:20]([CH:22]3[CH2:24][CH2:23]3)=[O:21])[N:6]=[CH:7]2)=[C:2]([C:29]#[CH:30])[N:11]=1, predict the reactants needed to synthesize it. (4) Given the product [Br:7][C:8]1[CH:9]=[CH:10][N:11]=[C:12]2[CH2:19][N:33]([CH2:32][CH2:31][C:22]3[CH:23]=[CH:24][C:25]4[C:30](=[CH:29][CH:28]=[CH:27][CH:26]=4)[N:21]=3)[C:14](=[O:16])[C:13]=12, predict the reactants needed to synthesize it. The reactants are: C([O-])([O-])=O.[K+].[K+].[Br:7][C:8]1[C:13]([C:14]([O:16]CC)=O)=[C:12]([CH2:19]Br)[N:11]=[CH:10][CH:9]=1.[N:21]1[C:30]2[C:25](=[CH:26][CH:27]=[CH:28][CH:29]=2)[CH:24]=[CH:23][C:22]=1[CH2:31][CH2:32][NH2:33]. (5) The reactants are: C(N(CC)CC)C.[OH:8][CH:9]1[CH2:14][CH2:13][CH2:12][NH:11][CH2:10]1.[Br:15][C:16]1[CH:21]=[CH:20][C:19]([S:22](Cl)(=[O:24])=[O:23])=[CH:18][CH:17]=1. Given the product [Br:15][C:16]1[CH:21]=[CH:20][C:19]([S:22]([N:11]2[CH2:12][CH2:13][CH2:14][CH:9]([OH:8])[CH2:10]2)(=[O:24])=[O:23])=[CH:18][CH:17]=1, predict the reactants needed to synthesize it. (6) The reactants are: [C:1]([C:4]1[CH:5]=[CH:6][C:7]([Cl:16])=[C:8]([CH2:10][NH:11][C:12](=[O:15])[O:13][CH3:14])[CH:9]=1)(=[O:3])[CH3:2].CO[CH:19](OC)[N:20]([CH3:22])[CH3:21]. Given the product [Cl:16][C:7]1[CH:6]=[CH:5][C:4]([C:1](=[O:3])[CH:2]=[CH:19][N:20]([CH3:22])[CH3:21])=[CH:9][C:8]=1[CH2:10][NH:11][C:12](=[O:15])[O:13][CH3:14], predict the reactants needed to synthesize it. (7) The reactants are: [Si:1]([O:8][N:9]=[C:10]1[C:18]2[C:13](=[CH:14][C:15]([NH:19][C:20]3[C:28]4[C:23](=[CH:24][N:25]=[CH:26][CH:27]=4)[O:22][C:21]=3[C:29]3[N:34]=[CH:33][C:32]([CH:35]=O)=[CH:31][N:30]=3)=[CH:16][CH:17]=2)[CH2:12][CH2:11]1)([C:4]([CH3:7])([CH3:6])[CH3:5])([CH3:3])[CH3:2].[CH3:37][N:38]1[CH2:43][CH2:42][NH:41][CH2:40][CH2:39]1.[BH-](OC(C)=O)(OC(C)=O)OC(C)=O.[Na+]. Given the product [Si:1]([O:8][N:9]=[C:10]1[C:18]2[C:13](=[CH:14][C:15]([NH:19][C:20]3[C:28]4[C:23](=[CH:24][N:25]=[CH:26][CH:27]=4)[O:22][C:21]=3[C:29]3[N:30]=[CH:31][C:32]([CH2:35][N:41]4[CH2:42][CH2:43][N:38]([CH3:37])[CH2:39][CH2:40]4)=[CH:33][N:34]=3)=[CH:16][CH:17]=2)[CH2:12][CH2:11]1)([C:4]([CH3:7])([CH3:6])[CH3:5])([CH3:3])[CH3:2], predict the reactants needed to synthesize it. (8) Given the product [CH3:14][C:11]1([CH2:15][OH:16])[CH2:12][CH2:13][NH:8][CH2:9][CH2:10]1, predict the reactants needed to synthesize it. The reactants are: C([N:8]1[CH2:13][CH2:12][C:11]([CH2:15][OH:16])([CH3:14])[CH2:10][CH2:9]1)C1C=CC=CC=1.C([O-])=O.[NH4+].[H][H]. (9) Given the product [C:6]([C:5]1[CH:8]=[CH:9][C:10]([C:12]2[CH:17]=[C:16]([CH2:18][NH:25][S:22]([CH2:20][CH3:21])(=[O:24])=[O:23])[CH:15]=[N:14][CH:13]=2)=[CH:11][C:4]=1[O:3][CH2:1][CH3:2])#[N:7], predict the reactants needed to synthesize it. The reactants are: [CH2:1]([O:3][C:4]1[CH:11]=[C:10]([C:12]2[CH:13]=[N:14][CH:15]=[C:16]([CH:18]=O)[CH:17]=2)[CH:9]=[CH:8][C:5]=1[C:6]#[N:7])[CH3:2].[CH2:20]([S:22]([NH2:25])(=[O:24])=[O:23])[CH3:21].C(O[BH-](OC(=O)C)OC(=O)C)(=O)C.[Na+].